Dataset: Peptide-MHC class I binding affinity with 185,985 pairs from IEDB/IMGT. Task: Regression. Given a peptide amino acid sequence and an MHC pseudo amino acid sequence, predict their binding affinity value. This is MHC class I binding data. (1) The peptide sequence is LSAAVKAGA. The MHC is HLA-A02:03 with pseudo-sequence HLA-A02:03. The binding affinity (normalized) is 0.341. (2) The peptide sequence is ASYGAGAGY. The MHC is SLA-10401 with pseudo-sequence SLA-10401. The binding affinity (normalized) is 0.728. (3) The MHC is HLA-A02:03 with pseudo-sequence HLA-A02:03. The binding affinity (normalized) is 0.938. The peptide sequence is YIMRVMANNV. (4) The peptide sequence is YYYNFSEDL. The MHC is HLA-B15:01 with pseudo-sequence HLA-B15:01. The binding affinity (normalized) is 0.0847. (5) The peptide sequence is IYVLVMLVL. The MHC is HLA-A02:01 with pseudo-sequence HLA-A02:01. The binding affinity (normalized) is 0.171. (6) The peptide sequence is IDYRFEQL. The MHC is H-2-Db with pseudo-sequence H-2-Db. The binding affinity (normalized) is 0.470. (7) The peptide sequence is TYLYNKYSF. The MHC is HLA-A69:01 with pseudo-sequence HLA-A69:01. The binding affinity (normalized) is 0.222.